Dataset: Forward reaction prediction with 1.9M reactions from USPTO patents (1976-2016). Task: Predict the product of the given reaction. (1) Given the reactants C(O[C:6]([N:8]1[CH2:12][C:11](=[N:13][O:14][CH2:15][CH3:16])[CH2:10][C@H:9]1[C:17]([OH:19])=O)=[O:7])(C)(C)C.[O:20]([C:27]1[CH:35]=[CH:34][C:30](C(Cl)=O)=[CH:29][CH:28]=1)[C:21]1[CH:26]=[CH:25][CH:24]=[CH:23][CH:22]=1.[CH3:36][O:37][C:38]1[CH:43]=[C:42]([O:44][CH3:45])[N:41]=[C:40]([NH2:46])[N:39]=1, predict the reaction product. The product is: [CH3:36][O:37][C:38]1[CH:43]=[C:42]([O:44][CH3:45])[N:41]=[C:40]([NH:46][C:17]([C@@H:9]2[CH2:10][C:11](=[N:13][O:14][CH2:15][CH3:16])[CH2:12][N:8]2[C:6](=[O:7])[C:30]2[CH:29]=[CH:28][C:27]([O:20][C:21]3[CH:22]=[CH:23][CH:24]=[CH:25][CH:26]=3)=[CH:35][CH:34]=2)=[O:19])[N:39]=1. (2) Given the reactants [CH:1]1[C:13]2[NH:12][C:11]3[C:6](=[CH:7][CH:8]=[CH:9][CH:10]=3)[C:5]=2[CH:4]=[CH:3][CH:2]=1.[CH2:14]1N2CCN(CC2)C1, predict the reaction product. The product is: [CH3:14][N:12]1[C:11]2[CH:10]=[CH:9][CH:8]=[CH:7][C:6]=2[C:5]2[C:13]1=[CH:1][CH:2]=[CH:3][CH:4]=2. (3) Given the reactants [CH3:1][C:2]1[CH:3]=[CH:4][C:5]([NH:21][C:22]([C:24]2[CH:25]=[CH:26][C:27]([CH2:30][N:31]3[CH2:36][CH2:35][N:34]([CH3:37])[CH2:33][CH2:32]3)=[CH:28][CH:29]=2)=[O:23])=[CH:6][C:7]=1[NH:8][C:9]1[N:10]=[CH:11][CH:12]=[C:13]([C:15]2[CH:16]=[CH:17][CH:18]=[N:19][CH:20]=2)[N:14]=1.[CH3:38][S:39]([OH:42])(=[O:41])=[O:40].C(O)(C)C, predict the reaction product. The product is: [CH3:1][C:2]1[CH:3]=[CH:4][C:5]([NH:21][C:22]([C:24]2[CH:29]=[CH:28][C:27]([CH2:30][N:31]3[CH2:32][CH2:33][N:34]([CH3:37])[CH2:35][CH2:36]3)=[CH:26][CH:25]=2)=[O:23])=[CH:6][C:7]=1[NH:8][C:9]1[N:10]=[CH:11][CH:12]=[C:13]([C:15]2[CH:16]=[CH:17][CH:18]=[N:19][CH:20]=2)[N:14]=1.[CH3:38][S:39]([OH:42])(=[O:41])=[O:40]. (4) Given the reactants C(OC[N:9]1[C:17]2[N:16]=[C:15]([C:18]#[C:19][C:20]3[CH:25]=[CH:24][C:23]([O:26][CH3:27])=[C:22]([O:28][CH3:29])[CH:21]=3)[N:14]([CH3:30])[C:13]=2[C:12](=[O:31])[N:11]([CH2:32][C:33]#[CH:34])[C:10]1=[O:35])(=O)C(C)(C)C.O1CCCC1.CO.O.[OH-].[Li+], predict the reaction product. The product is: [CH3:29][O:28][C:22]1[CH:21]=[C:20]([C:19]#[C:18][C:15]2[N:14]([CH3:30])[C:13]3[C:12](=[O:31])[N:11]([CH2:32][C:33]#[CH:34])[C:10](=[O:35])[NH:9][C:17]=3[N:16]=2)[CH:25]=[CH:24][C:23]=1[O:26][CH3:27]. (5) Given the reactants [F:1][C:2]1[C:9]([OH:10])=[CH:8][CH:7]=[CH:6][C:3]=1[C:4]#[N:5].[H-].[Na+].FC(F)(F)S(O[CH2:19][C:20]([F:23])([F:22])[F:21])(=O)=O.O, predict the reaction product. The product is: [F:1][C:2]1[C:9]([O:10][CH2:19][C:20]([F:23])([F:22])[F:21])=[CH:8][CH:7]=[CH:6][C:3]=1[C:4]#[N:5]. (6) The product is: [ClH:24].[ClH:24].[CH3:1][N:2]([CH3:23])[CH2:3][CH2:4][N:5]1[CH2:10][CH2:9][S:8][C:7]2[CH:11]=[C:12]([NH:15][C:16]([C:18]3[S:19][CH:20]=[CH:21][CH:22]=3)=[NH:17])[CH:13]=[CH:14][C:6]1=2. Given the reactants [CH3:1][N:2]([CH3:23])[CH2:3][CH2:4][N:5]1[CH2:10][CH2:9][S:8][C:7]2[CH:11]=[C:12]([NH:15][C:16]([C:18]3[S:19][CH:20]=[CH:21][CH:22]=3)=[NH:17])[CH:13]=[CH:14][C:6]1=2.[ClH:24], predict the reaction product. (7) Given the reactants O[C:2]1[CH:7]=C(O)[N:5]2[N:9]=[C:10]([C:12]([O:14][CH2:15][CH3:16])=[O:13])[CH:11]=[C:4]2[N:3]=1.P(Cl)(Cl)([Cl:19])=O.C(=O)(O)[O-].[Na+].[CH:27]([Cl:30])(Cl)Cl, predict the reaction product. The product is: [Cl:19][C:2]1[CH:7]=[C:27]([Cl:30])[N:5]2[N:9]=[C:10]([C:12]([O:14][CH2:15][CH3:16])=[O:13])[CH:11]=[C:4]2[N:3]=1.